The task is: Predict the product of the given reaction.. This data is from Forward reaction prediction with 1.9M reactions from USPTO patents (1976-2016). (1) Given the reactants I[C:2]1[C:7]([OH:8])=[CH:6][CH:5]=[CH:4][N:3]=1.[C:9]([O:13][C:14](=[O:25])[NH:15][C@H:16]1[CH2:20][CH2:19][N:18]([CH2:21][C:22]#[CH:23])[C:17]1=[O:24])([CH3:12])([CH3:11])[CH3:10].C(N(CC)CC)C, predict the reaction product. The product is: [C:9]([O:13][C:14](=[O:25])[NH:15][C@H:16]1[CH2:20][CH2:19][N:18]([CH2:21][C:22]2[O:8][C:7]3[C:2](=[N:3][CH:4]=[CH:5][CH:6]=3)[CH:23]=2)[C:17]1=[O:24])([CH3:12])([CH3:10])[CH3:11]. (2) Given the reactants [O:1]1[C:5]2([CH2:10][CH2:9][N:8]([C:11]#[N:12])[CH2:7][CH2:6]2)[O:4][CH2:3][CH2:2]1.[OH:13][NH:14][C:15](=N)[CH:16]([CH3:18])[CH3:17], predict the reaction product. The product is: [CH:16]([C:15]1[N:12]=[C:11]([N:8]2[CH2:7][CH2:6][C:5]3([O:4][CH2:3][CH2:2][O:1]3)[CH2:10][CH2:9]2)[O:13][N:14]=1)([CH3:18])[CH3:17]. (3) Given the reactants [Cl:1][C:2]1[CH:3]=[C:4]([C:8](=O)[CH2:9][CH2:10][CH2:11][NH:12]C(=O)OC(C)(C)C)[CH:5]=[CH:6][CH:7]=1.C(Cl)Cl.C(O)(C(F)(F)F)=O, predict the reaction product. The product is: [Cl:1][C:2]1[CH:3]=[C:4]([C:8]2[CH2:9][CH2:10][CH2:11][N:12]=2)[CH:5]=[CH:6][CH:7]=1. (4) Given the reactants [CH3:1][N:2]([CH2:13][C:14]1[N:18]([CH2:19][C:20]([NH:22][CH2:23][CH2:24]CNC(=O)OC(C)(C)C)=[O:21])[C:17]2[CH:34]=[CH:35][CH:36]=[CH:37][C:16]=2[N:15]=1)[CH:3]1[C:12]2[N:11]=[CH:10][CH:9]=[CH:8][C:7]=2[CH2:6][CH2:5][CH2:4]1.CN(CC1N(CC(O)=O)C2C=CC=CC=2N=1)C1C2N=CC=CC=2CCC1.NCC[NH:67][C:68](=[O:74])[O:69][C:70]([CH3:73])([CH3:72])[CH3:71], predict the reaction product. The product is: [CH3:1][N:2]([CH2:13][C:14]1[N:18]([CH2:19][C:20]([NH:22][CH2:23][CH2:24][NH:67][C:68](=[O:74])[O:69][C:70]([CH3:73])([CH3:72])[CH3:71])=[O:21])[C:17]2[CH:34]=[CH:35][CH:36]=[CH:37][C:16]=2[N:15]=1)[CH:3]1[C:12]2[N:11]=[CH:10][CH:9]=[CH:8][C:7]=2[CH2:6][CH2:5][CH2:4]1. (5) Given the reactants [Cl:1][C:2]1[C:3]([F:22])=[C:4]([NH:8][C:9]2[C:18]3[C:13](=[CH:14][C:15]([O:20][CH3:21])=[C:16]([OH:19])[CH:17]=3)[N:12]=[CH:11][N:10]=2)[CH:5]=[CH:6][CH:7]=1.CS(O[C@H:28]1[CH2:33][CH2:32][C@@H:31]([N:34]2[CH2:39][CH2:38][N:37]([CH3:40])[C:36](=[O:41])[CH2:35]2)[CH2:30][CH2:29]1)(=O)=O.C(=O)([O-])[O-].[K+].[K+], predict the reaction product. The product is: [Cl:1][C:2]1[C:3]([F:22])=[C:4]([NH:8][C:9]2[C:18]3[C:13](=[CH:14][C:15]([O:20][CH3:21])=[C:16]([O:19][C@H:28]4[CH2:29][CH2:30][C@H:31]([N:34]5[CH2:39][CH2:38][N:37]([CH3:40])[C:36](=[O:41])[CH2:35]5)[CH2:32][CH2:33]4)[CH:17]=3)[N:12]=[CH:11][N:10]=2)[CH:5]=[CH:6][CH:7]=1. (6) The product is: [F:36][CH:2]([F:1])[C:3]1[N:7]([C:8]2[CH:13]=[C:12]([N:14]3[CH2:19][CH2:18][O:17][CH2:16][CH2:15]3)[N:11]=[C:10]([NH:20][CH2:21][C@H:22]3[CH2:27][CH2:26][C@H:25]([N:28]([CH2:29][CH2:30][F:31])[CH2:46][CH2:47][CH2:48][OH:49])[CH2:24][CH2:23]3)[CH:9]=2)[C:6]2[CH:32]=[CH:33][CH:34]=[CH:35][C:5]=2[N:4]=1. Given the reactants [F:1][CH:2]([F:36])[C:3]1[N:7]([C:8]2[CH:13]=[C:12]([N:14]3[CH2:19][CH2:18][O:17][CH2:16][CH2:15]3)[N:11]=[C:10]([NH:20][CH2:21][C@H:22]3[CH2:27][CH2:26][C@H:25]([NH:28][CH2:29][CH2:30][F:31])[CH2:24][CH2:23]3)[CH:9]=2)[C:6]2[CH:32]=[CH:33][CH:34]=[CH:35][C:5]=2[N:4]=1.P([O-])([O-])([O-])=O.[K+].[K+].[K+].Br[CH2:46][CH2:47][CH2:48][OH:49].O, predict the reaction product. (7) Given the reactants [Br:1][CH2:2][C:3]1[CH:4]=[C:5]([OH:9])[CH:6]=[CH:7][CH:8]=1.Cl[C:11]([O:14]C(=O)OC(Cl)(Cl)Cl)(Cl)Cl.C(N(C(C)C)CC)(C)C.[NH2:31][CH2:32][C:33]1([CH2:39][C:40]([OH:42])=[O:41])[CH2:38][CH2:37][CH2:36][CH2:35][CH2:34]1, predict the reaction product. The product is: [Br:1][CH2:2][C:3]1[CH:4]=[C:5]([CH:6]=[CH:7][CH:8]=1)[O:9][C:11]([NH:31][CH2:32][C:33]1([CH2:39][C:40]([OH:42])=[O:41])[CH2:38][CH2:37][CH2:36][CH2:35][CH2:34]1)=[O:14]. (8) Given the reactants [CH3:1][N:2]([CH3:15])[CH2:3][CH:4]([OH:14])[CH2:5][N:6]1[CH:10]=[C:9]([N+:11]([O-])=O)[CH:8]=[N:7]1, predict the reaction product. The product is: [NH2:11][C:9]1[CH:8]=[N:7][N:6]([CH2:5][CH:4]([OH:14])[CH2:3][N:2]([CH3:1])[CH3:15])[CH:10]=1. (9) Given the reactants Br[C:2]1[CH:3]=[C:4]2[C:9](=[CH:10][CH:11]=1)[N:8]=[C:7](C)[CH:6]=[C:5]2Cl.C(N1CCC(O)CC1)C1C=CC=CC=1.[H-].[Na+].O, predict the reaction product. The product is: [N:8]1[C:9]2[C:4](=[CH:3][CH:2]=[CH:11][CH:10]=2)[CH:5]=[CH:6][CH:7]=1. (10) Given the reactants C([O:4][CH2:5][CH2:6][N:7]1[CH2:12][CH2:11][CH:10]([O:13][C:14]2[C:22]3[C:17](=[N:18][CH:19]=[CH:20][C:21]=3[O:23][C:24]3[CH:29]=[CH:28][C:27]([NH:30][C:31]([C:33]4[C:34](=[O:46])[N:35]([C:39]5[CH:44]=[CH:43][C:42]([F:45])=[CH:41][CH:40]=5)[N:36]=[CH:37][CH:38]=4)=[O:32])=[CH:26][C:25]=3[F:47])[N:16]([CH2:48][C:49]3[CH:54]=[CH:53][C:52]([O:55][CH3:56])=[CH:51][CH:50]=3)[N:15]=2)[CH2:9][CH2:8]1)(=O)C, predict the reaction product. The product is: [F:47][C:25]1[CH:26]=[C:27]([NH:30][C:31]([C:33]2[C:34](=[O:46])[N:35]([C:39]3[CH:40]=[CH:41][C:42]([F:45])=[CH:43][CH:44]=3)[N:36]=[CH:37][CH:38]=2)=[O:32])[CH:28]=[CH:29][C:24]=1[O:23][C:21]1[CH:20]=[CH:19][N:18]=[C:17]2[N:16]([CH2:48][C:49]3[CH:50]=[CH:51][C:52]([O:55][CH3:56])=[CH:53][CH:54]=3)[N:15]=[C:14]([O:13][CH:10]3[CH2:9][CH2:8][N:7]([CH2:6][CH2:5][OH:4])[CH2:12][CH2:11]3)[C:22]=12.